Dataset: Reaction yield outcomes from USPTO patents with 853,638 reactions. Task: Predict the reaction yield, written as a fraction of the theoretical maximum amount of product (1.0 means a 100% yield; for example, 0.34 means a 34% yield). (1) The reactants are [CH2:1]([C:5]1[N:9]([CH2:10][C:11]2[CH:16]=[CH:15][C:14]([C:17]3[C:18]([C:23]#[N:24])=[CH:19][CH:20]=[CH:21][CH:22]=3)=[CH:13][CH:12]=2)[C:8](=[O:25])[NH:7][N:6]=1)[CH2:2][CH2:3][CH3:4].[H-].[Na+].CN(C)C=O.I[CH2:34][C:35]([CH3:38])([CH3:37])[CH3:36]. The catalyst is C(OCC)(=O)C. The product is [CH2:1]([C:5]1[N:9]([CH2:10][C:11]2[CH:16]=[CH:15][C:14]([C:17]3[C:18]([C:23]#[N:24])=[CH:19][CH:20]=[CH:21][CH:22]=3)=[CH:13][CH:12]=2)[C:8](=[O:25])[N:7]([CH2:34][C:35]([CH3:38])([CH3:37])[CH3:36])[N:6]=1)[CH2:2][CH2:3][CH3:4]. The yield is 0.500. (2) The reactants are [O:1]=[C:2]1[C:7]2[CH:8]=[CH:9][CH:10]=[CH:11][C:6]=2[S:5][C:4]([C:12]2[N:17]=[C:16]([S:18][CH2:19][C:20]([O:22][C:23]([CH3:26])([CH3:25])[CH3:24])=[O:21])[CH:15]=[CH:14][CH:13]=2)=[N:3]1.ClC1C=CC=C(C(OO)=[O:35])C=1. The catalyst is C(Cl)(Cl)Cl. The product is [O:1]=[C:2]1[C:7]2[CH:8]=[CH:9][CH:10]=[CH:11][C:6]=2[S:5][C:4]([C:12]2[N:17]=[C:16]([S:18]([CH2:19][C:20]([O:22][C:23]([CH3:26])([CH3:25])[CH3:24])=[O:21])=[O:35])[CH:15]=[CH:14][CH:13]=2)=[N:3]1. The yield is 0.750. (3) The reactants are [CH3:1][O:2][C:3]1[CH:4]=[C:5]2[C:9](=[CH:10][CH:11]=1)[NH:8][N:7]=[CH:6]2.C([O-])([O-])=O.[K+].[K+].Br[CH2:19][CH:20]([CH3:22])[CH3:21]. The catalyst is CN(C=O)C. The product is [CH2:19]([N:8]1[C:9]2[C:5](=[CH:4][C:3]([O:2][CH3:1])=[CH:11][CH:10]=2)[CH:6]=[N:7]1)[CH:20]([CH3:22])[CH3:21]. The yield is 0.360. (4) The reactants are [I:1][C:2]1[CH:3]=[CH:4][C:5]([N+:11]([O-:13])=[O:12])=[C:6]([CH:10]=1)[C:7](O)=[O:8].O1CCCC1.B. The catalyst is O1CCCC1. The product is [I:1][C:2]1[CH:3]=[CH:4][C:5]([N+:11]([O-:13])=[O:12])=[C:6]([CH:10]=1)[CH:7]=[O:8]. The yield is 0.760. (5) The reactants are Cl.[NH2:2][CH2:3][CH2:4][N:5]([CH3:33])[CH2:6][CH2:7][NH:8][C:9](=[O:32])[CH2:10][C:11]1[C:19]2[C:14](=[CH:15][CH:16]=[C:17]([O:20][CH3:21])[CH:18]=2)[N:13]([C:22](=[O:30])[C:23]2[CH:28]=[CH:27][C:26]([Cl:29])=[CH:25][CH:24]=2)[C:12]=1[CH3:31].CN(C(ON1N=N[C:44]2[CH:45]=[CH:46][CH:47]=N[C:43]1=2)=[N+](C)C)C.F[P-](F)(F)(F)(F)F.[CH3:58][C:59](N(C)C)=[O:60]. The catalyst is CC#N.CCOC(C)=O. The product is [Cl:29][C:26]1[CH:27]=[CH:28][C:23]([C:22]([N:13]2[C:14]3[C:19](=[CH:18][C:17]([O:20][CH3:21])=[CH:16][CH:15]=3)[C:11]([CH2:10][C:9]([NH:8][CH2:7][CH2:6][N:5]([CH3:33])[CH2:4][CH2:3][NH:2][C:59](=[O:60])[CH2:58][CH2:43]/[CH:44]=[CH:45]\[CH2:46]/[CH:47]=[CH:43]\[CH2:44]/[CH:45]=[CH:46]\[CH2:47]/[CH:9]=[CH:10]\[CH2:11]/[CH:12]=[CH:31]\[CH2:47]/[CH:46]=[CH:45]\[CH2:44][CH3:43])=[O:32])=[C:12]2[CH3:31])=[O:30])=[CH:24][CH:25]=1. The yield is 0.650. (6) The reactants are [OH:1][C:2]1[CH:7]=[CH:6][C:5]([C:8](=[O:10])[CH3:9])=[C:4]([CH3:11])[CH:3]=1.O.[OH-].[Na+].Cl[CH:16]([F:18])[F:17]. The catalyst is O1CCOCC1.CCOCC. The product is [F:17][CH:16]([F:18])[O:1][C:2]1[CH:7]=[CH:6][C:5]([C:8](=[O:10])[CH3:9])=[C:4]([CH3:11])[CH:3]=1. The yield is 0.810.